This data is from Aqueous solubility values for 9,982 compounds from the AqSolDB database. The task is: Regression/Classification. Given a drug SMILES string, predict its absorption, distribution, metabolism, or excretion properties. Task type varies by dataset: regression for continuous measurements (e.g., permeability, clearance, half-life) or binary classification for categorical outcomes (e.g., BBB penetration, CYP inhibition). For this dataset (solubility_aqsoldb), we predict Y. (1) The compound is C1CNCCN1.[Cl-].[Cl-].[H+].[H+]. The Y is 0.411 log mol/L. (2) The compound is CC12CCC(=O)C=C1CCC1C2C(O)CC2(C)C1CCC2(O)C(=O)CO. The Y is -3.09 log mol/L. (3) The compound is C/C=C/C(O)CC. The Y is -0.420 log mol/L. (4) The compound is CCCCCCCOC(=O)c1ccc(O)c(Br)c1. The Y is -4.42 log mol/L. (5) The molecule is CCCCCCCCCCCCOC(=O)/C=C/C(=O)OCCCCCCCCCCCC. The Y is -6.48 log mol/L. (6) The compound is Fc1ccccc1Br. The Y is -2.70 log mol/L.